Dataset: Forward reaction prediction with 1.9M reactions from USPTO patents (1976-2016). Task: Predict the product of the given reaction. The product is: [Cl:1][C:2]1[C:3]([C:15]2[C:23]3[C:18](=[CH:19][CH:20]=[CH:21][CH:22]=3)[N:17]([S:24]([C:27]3[CH:32]=[CH:31][CH:30]=[CH:29][CH:28]=3)(=[O:26])=[O:25])[CH:16]=2)=[N:4][C:5]([NH:8][CH:9]2[CH2:10][CH2:11][N:12]([C:37]([C:36]3[CH:40]=[CH:41][C:42]([N+:43]([O-:45])=[O:44])=[C:34]([CH3:33])[CH:35]=3)=[O:38])[CH2:13][CH2:14]2)=[N:6][CH:7]=1. Given the reactants [Cl:1][C:2]1[C:3]([C:15]2[C:23]3[C:18](=[CH:19][CH:20]=[CH:21][CH:22]=3)[N:17]([S:24]([C:27]3[CH:32]=[CH:31][CH:30]=[CH:29][CH:28]=3)(=[O:26])=[O:25])[CH:16]=2)=[N:4][C:5]([NH:8][CH:9]2[CH2:14][CH2:13][NH:12][CH2:11][CH2:10]2)=[N:6][CH:7]=1.[CH3:33][C:34]1[CH:35]=[C:36]([CH:40]=[CH:41][C:42]=1[N+:43]([O-:45])=[O:44])[C:37](O)=[O:38].CN(C(ON1N=NC2C=CC=CC1=2)=[N+](C)C)C.F[P-](F)(F)(F)(F)F.CCN(C(C)C)C(C)C, predict the reaction product.